This data is from Full USPTO retrosynthesis dataset with 1.9M reactions from patents (1976-2016). The task is: Predict the reactants needed to synthesize the given product. Given the product [Br:15][C:16]1[CH:23]=[C:22]([C:24]([F:27])([F:26])[F:25])[CH:21]=[CH:20][C:17]=1[CH2:18][NH:42][C:39]1[CH:38]=[CH:37][C:36]([C:30]2[CH:31]=[CH:32][C:33]([Cl:35])=[CH:34][C:29]=2[Cl:28])=[CH:41][CH:40]=1, predict the reactants needed to synthesize it. The reactants are: [BH-](OC(C)=O)(OC(C)=O)OC(C)=O.[Na+].[Br:15][C:16]1[CH:23]=[C:22]([C:24]([F:27])([F:26])[F:25])[CH:21]=[CH:20][C:17]=1[CH:18]=O.[Cl:28][C:29]1[CH:34]=[C:33]([Cl:35])[CH:32]=[CH:31][C:30]=1[C:36]1[CH:41]=[CH:40][C:39]([NH2:42])=[CH:38][CH:37]=1.CC(O)=O.